This data is from Forward reaction prediction with 1.9M reactions from USPTO patents (1976-2016). The task is: Predict the product of the given reaction. (1) Given the reactants [NH2:1][C:2]1[CH:23]=[CH:22][CH:21]=[CH:20][C:3]=1[CH2:4][N:5]([CH3:19])[C:6](=[O:18])[CH2:7][CH2:8][CH2:9][S:10][C:11]1[CH:16]=[CH:15][C:14]([OH:17])=[CH:13][CH:12]=1.[C:24]([O:27]C(=O)C)(=[O:26])[CH3:25].N1C=CC=CC=1, predict the reaction product. The product is: [C:24]([OH:27])(=[O:26])[CH3:25].[C:24]([NH:1][C:2]1[CH:23]=[CH:22][CH:21]=[CH:20][C:3]=1[CH2:4][N:5]([CH3:19])[C:6](=[O:18])[CH2:7][CH2:8][CH2:9][S:10][C:11]1[CH:16]=[CH:15][C:14]([OH:17])=[CH:13][CH:12]=1)(=[O:26])[CH3:25]. (2) Given the reactants [Cl:1][C:2]1[CH:3]=[CH:4][C:5]([CH:24]=[O:25])=[C:6]2[C:10]=1[N:9]=[C:8]1[N:11]([C:15]3[C:20]([Cl:21])=[CH:19][C:18]([Cl:22])=[CH:17][C:16]=3[Cl:23])[CH2:12][CH2:13][CH2:14][N:7]21.[CH2:26]([Mg]Br)[CH3:27], predict the reaction product. The product is: [Cl:1][C:2]1[C:10]2[N:9]=[C:8]3[N:11]([C:15]4[C:20]([Cl:21])=[CH:19][C:18]([Cl:22])=[CH:17][C:16]=4[Cl:23])[CH2:12][CH2:13][CH2:14][N:7]3[C:6]=2[C:5]([CH:24]([OH:25])[CH2:26][CH3:27])=[CH:4][CH:3]=1. (3) Given the reactants [CH3:1][N:2]1[C:6]2[CH:7]=[C:8]([O:11][CH3:12])[CH:9]=[CH:10][C:5]=2[N:4]=[C:3]1[CH2:13][O:14][C:15]1[CH:20]=[CH:19][C:18]([C:21]([CH3:27])([OH:26])[C:22]([O:24]C)=[O:23])=[CH:17][CH:16]=1.[ClH:28].O1CCOCC1, predict the reaction product. The product is: [ClH:28].[CH3:1][N:2]1[C:6]2[CH:7]=[C:8]([O:11][CH3:12])[CH:9]=[CH:10][C:5]=2[N:4]=[C:3]1[CH2:13][O:14][C:15]1[CH:20]=[CH:19][C:18]([C:21]([CH3:27])([OH:26])[C:22]([OH:24])=[O:23])=[CH:17][CH:16]=1. (4) Given the reactants Cl[C:2]1[C:11]2[C:6](=[CH:7][CH:8]=[CH:9][CH:10]=2)[C:5]([C:12]2[C:21]3[C:16](=[CH:17][CH:18]=[CH:19][CH:20]=3)[CH:15]=[CH:14][C:13]=2[O:22][S:23]([C:26]([F:29])([F:28])[F:27])(=[O:25])=[O:24])=[N:4][N:3]=1.[NH2:30][C@H:31]([C:38]1[CH:43]=[CH:42][CH:41]=[CH:40][CH:39]=1)[C:32]([OH:37])([CH2:35][CH3:36])[CH2:33][CH3:34], predict the reaction product. The product is: [CH2:33]([C:32]([OH:37])([CH2:35][CH3:36])[C@H:31]([NH:30][C:2]1[C:11]2[C:6](=[CH:7][CH:8]=[CH:9][CH:10]=2)[C:5]([C:12]2[C:21]3[C:16](=[CH:17][CH:18]=[CH:19][CH:20]=3)[CH:15]=[CH:14][C:13]=2[O:22][S:23]([C:26]([F:29])([F:28])[F:27])(=[O:25])=[O:24])=[N:4][N:3]=1)[C:38]1[CH:43]=[CH:42][CH:41]=[CH:40][CH:39]=1)[CH3:34].